From a dataset of Full USPTO retrosynthesis dataset with 1.9M reactions from patents (1976-2016). Predict the reactants needed to synthesize the given product. (1) Given the product [CH3:16][N:17]1[CH2:22][CH2:21][N:20]([CH2:2][C:3]#[C:4][C:5]2[CH:10]=[CH:9][C:8]([N+:11]([O-:13])=[O:12])=[C:7]([O:14][CH3:15])[CH:6]=2)[CH2:19][CH2:18]1, predict the reactants needed to synthesize it. The reactants are: Cl[CH2:2][C:3]#[C:4][C:5]1[CH:10]=[CH:9][C:8]([N+:11]([O-:13])=[O:12])=[C:7]([O:14][CH3:15])[CH:6]=1.[CH3:16][N:17]1[CH2:22][CH2:21][NH:20][CH2:19][CH2:18]1. (2) Given the product [Cl:1][C:2]1[CH:3]=[C:4]([C:5]([NH:29][CH3:28])=[O:7])[CH:8]=[CH:9][C:10]=1[C:11]([NH:12][C:13]1[CH:18]=[CH:17][C:16]([Cl:19])=[C:15]([C:20]2[CH:25]=[CH:24][CH:23]=[CH:22][N:21]=2)[CH:14]=1)=[O:26], predict the reactants needed to synthesize it. The reactants are: [Cl:1][C:2]1[CH:3]=[C:4]([CH:8]=[CH:9][C:10]=1[C:11](=[O:26])[NH:12][C:13]1[CH:18]=[CH:17][C:16]([Cl:19])=[C:15]([C:20]2[CH:25]=[CH:24][CH:23]=[CH:22][N:21]=2)[CH:14]=1)[C:5]([OH:7])=O.Cl.[CH3:28][NH2:29]. (3) Given the product [ClH:1].[Cl:1][C:2]1[C:3]([Cl:32])=[CH:4][C:5]2[C:6]3[CH2:24][CH2:23][NH:22][CH2:21][CH2:20][C:7]=3[N:8]([CH2:11][CH2:12][CH2:13][C:14]3[CH:19]=[CH:18][CH:17]=[CH:16][CH:15]=3)[C:9]=2[CH:10]=1, predict the reactants needed to synthesize it. The reactants are: [Cl:1][C:2]1[C:3]([Cl:32])=[CH:4][C:5]2[C:6]3[CH2:24][CH2:23][N:22](C(OC(C)(C)C)=O)[CH2:21][CH2:20][C:7]=3[N:8]([CH2:11][CH2:12][CH2:13][C:14]3[CH:19]=[CH:18][CH:17]=[CH:16][CH:15]=3)[C:9]=2[CH:10]=1.C(O)(C(F)(F)F)=O.[OH-].[Na+].